Dataset: Reaction yield outcomes from USPTO patents with 853,638 reactions. Task: Predict the reaction yield, written as a fraction of the theoretical maximum amount of product (1.0 means a 100% yield; for example, 0.34 means a 34% yield). (1) The reactants are COC1C=C(OC)C=CC=1C[N:6]([C:35]1[CH:40]=[CH:39][N:38]=[CH:37][N:36]=1)[S:7]([C:10]1[CH:15]=[C:14]([CH3:16])[C:13]([O:17][C@H:18]2[CH2:22][CH2:21][CH2:20][C@@H:19]2[C:23]2[CH:24]=[N:25][N:26](C3CCCCO3)[CH:27]=2)=[CH:12][C:11]=1[F:34])(=[O:9])=[O:8].C([SiH](CC)CC)C.FC(F)(F)C(O)=O.ClCCl. The catalyst is CO. The product is [F:34][C:11]1[CH:12]=[C:13]([O:17][C@H:18]2[CH2:22][CH2:21][CH2:20][C@@H:19]2[C:23]2[CH:24]=[N:25][NH:26][CH:27]=2)[C:14]([CH3:16])=[CH:15][C:10]=1[S:7]([NH:6][C:35]1[CH:40]=[CH:39][N:38]=[CH:37][N:36]=1)(=[O:8])=[O:9]. The yield is 0.590. (2) The reactants are [OH-].[Na+].CS([C:6]1[N:11]=[CH:10][C:9]2=[CH:12][CH:13]=[C:14]([C:15]3[CH:20]=[CH:19][CH:18]=[CH:17][C:16]=3[O:21][CH3:22])[N:8]2[N:7]=1)=O.C(O)(=[O:25])C. The catalyst is O. The product is [CH3:22][O:21][C:16]1[CH:17]=[CH:18][CH:19]=[CH:20][C:15]=1[C:14]1[N:8]2[C:9]([CH:10]=[N:11][C:6]([OH:25])=[N:7]2)=[CH:12][CH:13]=1. The yield is 0.850. (3) The reactants are [Li+].[Br-:2].C(ON=O)(C)(C)C.N[C:11]1[C:12]([O:29][CH3:30])=[N:13][CH:14]=[C:15]([CH2:27][OH:28])[C:16]=1[O:17][C:18]1[CH:19]=[C:20]([CH:23]=[C:24]([Cl:26])[CH:25]=1)[C:21]#[N:22].Br. The catalyst is C(#N)C.C(OCC)(=O)C. The product is [Br:2][C:11]1[C:12]([O:29][CH3:30])=[N:13][CH:14]=[C:15]([CH2:27][OH:28])[C:16]=1[O:17][C:18]1[CH:19]=[C:20]([CH:23]=[C:24]([Cl:26])[CH:25]=1)[C:21]#[N:22]. The yield is 0.470. (4) The reactants are Br[C:2]1[CH:3]=[C:4]([NH:12][C:13]2[N:18]=[C:17]([C:19]([F:22])([F:21])[F:20])[CH:16]=[CH:15][N:14]=2)[CH:5]=[C:6]([C:8]([F:11])([F:10])[F:9])[CH:7]=1.[CH3:23][C:24]1([CH3:40])[C:28]([CH3:30])([CH3:29])[O:27][B:26]([B:26]2[O:27][C:28]([CH3:30])([CH3:29])[C:24]([CH3:40])([CH3:23])[O:25]2)[O:25]1.C([O-])(=O)C.[K+]. The catalyst is CS(C)=O.Cl[Pd]Cl. The product is [CH3:23][C:24]1([CH3:40])[C:28]([CH3:30])([CH3:29])[O:27][B:26]([C:2]2[CH:3]=[C:4]([NH:12][C:13]3[N:18]=[C:17]([C:19]([F:22])([F:21])[F:20])[CH:16]=[CH:15][N:14]=3)[CH:5]=[C:6]([C:8]([F:11])([F:10])[F:9])[CH:7]=2)[O:25]1. The yield is 0.800.